Dataset: Catalyst prediction with 721,799 reactions and 888 catalyst types from USPTO. Task: Predict which catalyst facilitates the given reaction. (1) Reactant: [C:1]([O:5][C:6]([N:8]1[CH2:12][CH2:11][CH2:10][CH:9]1[C:13]1[NH:14][C:15]([C:18]2[CH:31]=[CH:30][C:29]3[C:28]4[C:23](=[CH:24][C:25](Br)=[CH:26][CH:27]=4)[CH2:22][CH2:21][C:20]=3[CH:19]=2)=[CH:16][N:17]=1)=[O:7])([CH3:4])([CH3:3])[CH3:2].[C:33]([O:37][C:38]([N:40]1[CH:45]([C:46]2[NH:50][C:49]3[CH:51]=[C:52](B4OC(C)(C)C(C)(C)O4)[CH:53]=[CH:54][C:48]=3[N:47]=2)[CH:44]2[CH2:64][CH:41]1[CH2:42][CH2:43]2)=[O:39])([CH3:36])([CH3:35])[CH3:34].C([O-])(O)=O.[Na+]. Product: [C:33]([O:37][C:38]([N:40]1[CH:45]([C:46]2[NH:50][C:49]3[CH:51]=[C:52]([C:25]4[CH:26]=[CH:27][C:28]5[C:29]6[C:20](=[CH:19][C:18]([C:15]7[NH:14][C:13]([CH:9]8[CH2:10][CH2:11][CH2:12][N:8]8[C:6]([O:5][C:1]([CH3:2])([CH3:3])[CH3:4])=[O:7])=[N:17][CH:16]=7)=[CH:31][CH:30]=6)[CH2:21][CH2:22][C:23]=5[CH:24]=4)[CH:53]=[CH:54][C:48]=3[N:47]=2)[CH:44]2[CH2:64][CH:41]1[CH2:42][CH2:43]2)=[O:39])([CH3:36])([CH3:34])[CH3:35]. The catalyst class is: 149. (2) Reactant: [NH2:1][C@@H:2]([CH2:12][CH2:13][CH3:14])[C:3]([O:10][CH3:11])([O:8][CH3:9])[C:4]([O:6][CH3:7])=[O:5].[CH3:15][C:16]([O:19][C:20](O[C:20]([O:19][C:16]([CH3:18])([CH3:17])[CH3:15])=[O:21])=[O:21])([CH3:18])[CH3:17].CCN(C(C)C)C(C)C.CCOC(C)=O. Product: [C:16]([O:19][C:20]([NH:1][C@@H:2]([CH2:12][CH2:13][CH3:14])[C:3]([O:8][CH3:9])([O:10][CH3:11])[C:4]([O:6][CH3:7])=[O:5])=[O:21])([CH3:18])([CH3:17])[CH3:15]. The catalyst class is: 1.